This data is from Catalyst prediction with 721,799 reactions and 888 catalyst types from USPTO. The task is: Predict which catalyst facilitates the given reaction. (1) Reactant: [N+:1]([C:4]1[C:5]([C:13]([O:15][CH3:16])=[O:14])=[N:6][NH:7][C:8]=1[C:9]([O:11][CH3:12])=[O:10])([O-:3])=[O:2].[CH2:17]([O:19][CH2:20][CH2:21]Br)[CH3:18].C(=O)([O-])[O-].[K+].[K+]. Product: [CH2:17]([O:19][CH2:20][CH2:21][N:7]1[C:8]([C:9]([O:11][CH3:12])=[O:10])=[C:4]([N+:1]([O-:3])=[O:2])[C:5]([C:13]([O:15][CH3:16])=[O:14])=[N:6]1)[CH3:18]. The catalyst class is: 9. (2) Reactant: [CH2:1]([O:8][C:9]1[CH:14]=[C:13]([O:15][CH2:16][C:17]2[CH:22]=[CH:21][CH:20]=[CH:19][CH:18]=2)[C:12]([CH:23]([CH3:25])[CH3:24])=[CH:11][C:10]=1[C:26]1[O:30][N:29]=[C:28]([C:31]([NH:33][CH2:34][CH3:35])=[O:32])[C:27]=1I)[C:2]1[CH:7]=[CH:6][CH:5]=[CH:4][CH:3]=1.C([Sn](CCCC)(CCCC)[C:42]1[O:46][N:45]=[C:44]([C:47]([O:49][CH2:50][CH3:51])=[O:48])[CH:43]=1)CCC. Product: [CH2:1]([O:8][C:9]1[CH:14]=[C:13]([O:15][CH2:16][C:17]2[CH:22]=[CH:21][CH:20]=[CH:19][CH:18]=2)[C:12]([CH:23]([CH3:25])[CH3:24])=[CH:11][C:10]=1[C:26]1[O:30][N:29]=[C:28]([C:31](=[O:32])[NH:33][CH2:34][CH3:35])[C:27]=1[C:42]1[O:46][N:45]=[C:44]([C:47]([O:49][CH2:50][CH3:51])=[O:48])[CH:43]=1)[C:2]1[CH:7]=[CH:6][CH:5]=[CH:4][CH:3]=1. The catalyst class is: 73.